This data is from Catalyst prediction with 721,799 reactions and 888 catalyst types from USPTO. The task is: Predict which catalyst facilitates the given reaction. (1) Reactant: Cl[C:2]1[O:3][C:4]([C:7]2[CH:14]=[CH:13][C:10]([C:11]#[N:12])=[CH:9][CH:8]=2)=[CH:5][N:6]=1.[NH2:15][C:16]1[CH:17]=[C:18]([NH:22][S:23]([C:26]([F:29])([F:28])[F:27])(=[O:25])=[O:24])[CH:19]=[CH:20][CH:21]=1. Product: [C:11]([C:10]1[CH:13]=[CH:14][C:7]([C:4]2[O:3][C:2]([NH:15][C:16]3[CH:17]=[C:18]([NH:22][S:23]([C:26]([F:29])([F:27])[F:28])(=[O:25])=[O:24])[CH:19]=[CH:20][CH:21]=3)=[N:6][CH:5]=2)=[CH:8][CH:9]=1)#[N:12]. The catalyst class is: 41. (2) Reactant: O.[NH:2]1[CH2:8][C:6](=[O:7])[NH:5][C:3]1=[O:4].C(=O)([O-])[O-].[Na+].[Na+].[CH3:15][C:16]([N+:22]([O-:24])=[O:23])([CH3:21])[CH2:17][CH2:18][CH:19]=[O:20]. Product: [OH:20][C:19](=[C:8]1[NH:2][C:3](=[O:4])[NH:5][C:6]1=[O:7])[CH2:18][CH2:17][C:16]([CH3:21])([N+:22]([O-:24])=[O:23])[CH3:15]. The catalyst class is: 32. (3) Reactant: C(N(CC)C(C)C)(C)C.[F:10][C:11]1[CH:16]=[CH:15][CH:14]=[CH:13][C:12]=1[C:17]1[CH2:21][CH2:20][CH2:19][C:18]=1[CH2:22]O.CS([Cl:28])(=O)=O.O. Product: [Cl:28][CH2:22][C:18]1[CH2:19][CH2:20][CH2:21][C:17]=1[C:12]1[CH:13]=[CH:14][CH:15]=[CH:16][C:11]=1[F:10]. The catalyst class is: 4. (4) Reactant: [Cl:1][C:2]1[CH:3]=[C:4]([CH2:19][OH:20])[C:5]([C@@H:8]([NH:11][C:12](=[O:18])[O:13][C:14]([CH3:17])([CH3:16])[CH3:15])[CH2:9][CH3:10])=[N:6][CH:7]=1.C(N(CC)CC)C.[C:28]1([CH3:38])[CH:33]=[CH:32][C:31]([S:34]([Cl:37])(=[O:36])=[O:35])=[CH:30][CH:29]=1.C(OCC)(=O)C. Product: [Cl:1][C:2]1[CH:3]=[C:4]([CH2:19][Cl:37])[C:5]([C@@H:8]([NH:11][C:12](=[O:18])[O:13][C:14]([CH3:17])([CH3:16])[CH3:15])[CH2:9][CH3:10])=[N:6][CH:7]=1.[CH3:38][C:28]1[CH:33]=[CH:32][C:31]([S:34]([O:20][CH2:19][C:4]2[C:5]([C@@H:8]([NH:11][C:12]([O:13][C:14]([CH3:15])([CH3:16])[CH3:17])=[O:18])[CH2:9][CH3:10])=[N:6][CH:7]=[C:2]([Cl:1])[CH:3]=2)(=[O:36])=[O:35])=[CH:30][CH:29]=1. The catalyst class is: 2. (5) Reactant: [O:1]=[C:2]([C:6]1[C:7]2[C:8](=[N:20][O:21][C:22]=2[C:23]2[CH:28]=[CH:27][CH:26]=[CH:25][CH:24]=2)[C:9](=[O:19])[N:10]([C:12]2[CH:17]=[CH:16][C:15]([CH3:18])=[CH:14][CH:13]=2)[N:11]=1)C(O)=O.[CH:29]([NH:32][C:33]1[CH:38]=[CH:37][CH:36]=[CH:35][CH:34]=1)([CH3:31])[CH3:30].N1C=CC=CC=1.O=P(Cl)(Cl)Cl. Product: [CH:29]([N:32]([C:33]1[CH:38]=[CH:37][CH:36]=[CH:35][CH:34]=1)[C:2]([C:6]1[C:7]2[C:8](=[N:20][O:21][C:22]=2[C:23]2[CH:28]=[CH:27][CH:26]=[CH:25][CH:24]=2)[C:9](=[O:19])[N:10]([C:12]2[CH:13]=[CH:14][C:15]([CH3:18])=[CH:16][CH:17]=2)[N:11]=1)=[O:1])([CH3:31])[CH3:30]. The catalyst class is: 326. (6) Reactant: Br[CH2:2][C:3]1[CH:12]=[CH:11][C:10]([N+:13]([O-:15])=[O:14])=[CH:9][C:4]=1[C:5]([O:7]C)=O.[Si:16]([O:23][CH2:24][CH2:25][NH2:26])([C:19]([CH3:22])([CH3:21])[CH3:20])([CH3:18])[CH3:17]. Product: [Si:16]([O:23][CH2:24][CH2:25][N:26]1[CH2:2][C:3]2[C:4](=[CH:9][C:10]([N+:13]([O-:15])=[O:14])=[CH:11][CH:12]=2)[C:5]1=[O:7])([C:19]([CH3:21])([CH3:22])[CH3:20])([CH3:18])[CH3:17]. The catalyst class is: 5. (7) Product: [C:39]([CH2:40][CH2:41][NH:42][C:8]([C:7]1[CH:6]=[C:5]([CH:13]=[CH:12][CH:11]=1)[C:3]([O:2][CH3:1])=[O:4])=[O:10])#[N:38]. Reactant: [CH3:1][O:2][C:3]([C:5]1[CH:6]=[C:7]([CH:11]=[CH:12][CH:13]=1)[C:8]([OH:10])=O)=[O:4].CN(C(ON1N=NC2C=CC=NC1=2)=[N+](C)C)C.F[P-](F)(F)(F)(F)F.[NH2:38][CH2:39][CH2:40][C:41]#[N:42].CCN(C(C)C)C(C)C. The catalyst class is: 173. (8) Reactant: Cl[C:2]1[C:7]([CH3:8])=[CH:6][C:5]([N+:9]([O-:11])=[O:10])=[CH:4][N:3]=1.[C:12]([O:16][C:17]([N:19]1[CH2:24][CH2:23][NH:22][CH2:21][CH2:20]1)=[O:18])([CH3:15])([CH3:14])[CH3:13].C([O-])([O-])=O.[K+].[K+].CCOC(C)=O.O. Product: [C:12]([O:16][C:17]([N:19]1[CH2:24][CH2:23][N:22]([C:2]2[C:7]([CH3:8])=[CH:6][C:5]([N+:9]([O-:11])=[O:10])=[CH:4][N:3]=2)[CH2:21][CH2:20]1)=[O:18])([CH3:15])([CH3:13])[CH3:14]. The catalyst class is: 3.